This data is from HIV replication inhibition screening data with 41,000+ compounds from the AIDS Antiviral Screen. The task is: Binary Classification. Given a drug SMILES string, predict its activity (active/inactive) in a high-throughput screening assay against a specified biological target. (1) The compound is NC1=c2nc(-c3ccc(Cl)cc3)c(-c3ccc(Cl)cc3)nc2=NS(=O)(O)=N1. The result is 0 (inactive). (2) The result is 0 (inactive). The drug is Cc1ccc(C)c(C[PH](c2ccccc2)(c2ccccc2)c2ccccc2)c1. (3) The drug is CC1(C)CC(=NO)c2c(nc3ccc4ccccc4c3c2-c2ccc(Cl)cc2)C1. The result is 0 (inactive). (4) The drug is COC(Cc1ccccc1)NC(C)=O. The result is 0 (inactive). (5) The result is 0 (inactive). The drug is S=C1Cc2c(-c3ccccc3)cc(-c3ccc(Cl)cc3)nc2-c2ccccc2N1. (6) The drug is CCOC(=O)C1Nc2ccc(Cl)cc2C2c3ccccc3OC12. The result is 0 (inactive). (7) The molecule is CC(CC(O)(C(F)(F)F)C(F)(F)F)=NNC(N)=O. The result is 0 (inactive).